This data is from Orexin1 receptor HTS with 218,158 compounds and 233 confirmed actives. The task is: Binary Classification. Given a drug SMILES string, predict its activity (active/inactive) in a high-throughput screening assay against a specified biological target. (1) The drug is O1C2(O)N(C(C(=O)N3C2CCC3)CC(C)C)C(=O)C1(NC(=O)C1CN(C2C(=C1)c1c3c(C2)c[nH]c3ccc1)C)C(C)C. The result is 0 (inactive). (2) The compound is OC(Cn1c2c(cc1c1ccc(OC)cc1)cccc2)CNCCO. The result is 0 (inactive). (3) The molecule is S(=O)(=O)(N)c1ccc(CCNC(=O)CCc2sc3c(n2)cccc3)cc1. The result is 0 (inactive). (4) The compound is Fc1c(NC(=O)COC(=O)c2ccc(NC(=O)C)cc2)c(F)ccc1. The result is 0 (inactive).